Dataset: Full USPTO retrosynthesis dataset with 1.9M reactions from patents (1976-2016). Task: Predict the reactants needed to synthesize the given product. (1) Given the product [ClH:2].[Cl:30][C:31]1[CH:32]=[C:33]([CH:51]=[CH:52][CH:53]=1)[O:34][C:35]1[CH:36]=[C:37]([CH:46]=[CH:47][C:48]=1[O:49][CH3:50])[CH2:38][C:39]1[CH:40]=[CH:41][C:42]([NH2:45])=[N:43][CH:44]=1, predict the reactants needed to synthesize it. The reactants are: Cl.[Cl:2]C1C=C(C=CC=1)OC1C=C(C=CC=1OC)CC1C=CC(NS(C)(=O)=O)=NC=1.[Cl:30][C:31]1[CH:32]=[C:33]([CH:51]=[CH:52][CH:53]=1)[O:34][C:35]1[CH:36]=[C:37]([CH:46]=[CH:47][C:48]=1[O:49][CH3:50])[CH2:38][C:39]1[CH:40]=[CH:41][C:42]([NH2:45])=[N:43][CH:44]=1.CS(Cl)(=O)=O. (2) Given the product [CH3:29][N:21]([CH2:20][C:11]1([CH2:10][CH:6]=[O:5])[C:19]2[C:14](=[CH:15][CH:16]=[CH:17][CH:18]=2)[CH2:13][CH2:12]1)[C:22](=[O:28])[O:23][C:24]([CH3:27])([CH3:25])[CH3:26], predict the reactants needed to synthesize it. The reactants are: CC(C)=O.[O:5]1CCO[CH:6]1[CH2:10][C:11]1([CH2:20][N:21]([CH3:29])[C:22](=[O:28])[O:23][C:24]([CH3:27])([CH3:26])[CH3:25])[C:19]2[C:14](=[CH:15][CH:16]=[CH:17][CH:18]=2)[CH2:13][CH2:12]1.C1(C)C=CC(S(O)(=O)=O)=CC=1.O.